From a dataset of Forward reaction prediction with 1.9M reactions from USPTO patents (1976-2016). Predict the product of the given reaction. Given the reactants [NH:1]1[CH2:9][CH2:8][CH:4]([C:5]([NH2:7])=[O:6])[CH2:3][CH2:2]1.Br[CH2:11][CH2:12][CH2:13][CH2:14][CH2:15][CH2:16][CH2:17][CH2:18][CH2:19][CH2:20][CH2:21][CH2:22][CH3:23].C(=O)([O-])[O-].[K+].[K+], predict the reaction product. The product is: [CH2:23]([N:1]1[CH2:9][CH2:8][CH:4]([C:5]([NH2:7])=[O:6])[CH2:3][CH2:2]1)[CH2:22][CH2:21][CH2:20][CH2:19][CH2:18][CH2:17][CH2:16][CH2:15][CH2:14][CH2:13][CH2:12][CH3:11].